From a dataset of Reaction yield outcomes from USPTO patents with 853,638 reactions. Predict the reaction yield, written as a fraction of the theoretical maximum amount of product (1.0 means a 100% yield; for example, 0.34 means a 34% yield). (1) The reactants are [OH:1][C:2]1[CH:7]=[CH:6][C:5]([CH2:8][C:9]#[N:10])=[CH:4][C:3]=1[O:11][CH3:12].C(=O)([O-])[O-].[K+].[K+].Br[CH2:20][C:21]([C:23]1[CH:28]=[CH:27][CH:26]=[CH:25][CH:24]=1)=[O:22]. The catalyst is O.[Br-].C([N+](CCCC)(CCCC)CCCC)CCC.C(Cl)Cl. The product is [CH3:12][O:11][C:3]1[CH:4]=[C:5]([CH2:8][C:9]#[N:10])[CH:6]=[CH:7][C:2]=1[O:1][CH2:20][C:21](=[O:22])[C:23]1[CH:28]=[CH:27][CH:26]=[CH:25][CH:24]=1. The yield is 0.920. (2) The reactants are COC1C=CC(C[N:8]2[C:17]3[C:12](=[N:13][CH:14]=[C:15]([N:18]4[CH2:21][CH:20]([N:22]5[CH2:27][CH2:26][N:25]([CH:28]([CH3:30])[CH3:29])[CH2:24][CH2:23]5)[CH2:19]4)[CH:16]=3)[CH:11]=[CH:10][C:9]2=[O:31])=CC=1. The catalyst is C(O)(C(F)(F)F)=O. The product is [CH:28]([N:25]1[CH2:26][CH2:27][N:22]([CH:20]2[CH2:19][N:18]([C:15]3[CH:16]=[C:17]4[C:12]([CH:11]=[CH:10][C:9](=[O:31])[NH:8]4)=[N:13][CH:14]=3)[CH2:21]2)[CH2:23][CH2:24]1)([CH3:30])[CH3:29]. The yield is 0.957.